Dataset: Forward reaction prediction with 1.9M reactions from USPTO patents (1976-2016). Task: Predict the product of the given reaction. (1) The product is: [CH3:12][O:6][C:5](=[O:7])[C:4]1[CH:8]=[CH:9][C:10]([OH:11])=[C:2]([F:1])[CH:3]=1. Given the reactants [F:1][C:2]1[CH:3]=[C:4]([CH:8]=[CH:9][C:10]=1[OH:11])[C:5]([OH:7])=[O:6].[CH3:12]O, predict the reaction product. (2) The product is: [CH2:1]([N:8]1[C:9](=[O:14])[NH:10][CH2:11]/[C:12]/1=[N:13]\[C:20](=[O:21])[O:19][C:15]([CH3:18])([CH3:17])[CH3:16])[C:2]1[CH:3]=[CH:4][CH:5]=[CH:6][CH:7]=1. Given the reactants [CH2:1]([N:8]1[C:12](=[NH:13])[CH2:11][NH:10][C:9]1=[O:14])[C:2]1[CH:7]=[CH:6][CH:5]=[CH:4][CH:3]=1.[C:15]([O:19][C:20](O[C:20]([O:19][C:15]([CH3:18])([CH3:17])[CH3:16])=[O:21])=[O:21])([CH3:18])([CH3:17])[CH3:16].C(Cl)Cl, predict the reaction product. (3) Given the reactants [Br:1][C:2]1[CH:7]=[CH:6][C:5](I)=[CH:4][N:3]=1.CCCCCC.C([Li])CCC.[O:20]1[CH2:25][CH2:24][C:23](=[O:26])[CH2:22][CH2:21]1.[Cl-].[NH4+], predict the reaction product. The product is: [Br:1][C:2]1[N:3]=[CH:4][C:5]([C:23]2([OH:26])[CH2:24][CH2:25][O:20][CH2:21][CH2:22]2)=[CH:6][CH:7]=1. (4) Given the reactants [Br:1][C:2]1[CH:3]=[C:4]([CH:17]=[C:18]([Cl:20])[CH:19]=1)[O:5][C:6]1[C:7]([N+:14]([O-])=O)=[C:8]([CH:10]=[CH:11][C:12]=1[Cl:13])[NH2:9].O.O.[Sn](Cl)Cl.N#N, predict the reaction product. The product is: [Br:1][C:2]1[CH:3]=[C:4]([CH:17]=[C:18]([Cl:20])[CH:19]=1)[O:5][C:6]1[C:12]([Cl:13])=[CH:11][CH:10]=[C:8]([NH2:9])[C:7]=1[NH2:14]. (5) Given the reactants [O:1]=[S:2]1(=[O:30])[CH2:7][CH2:6][N:5]([C:8]([C:10]2[NH:11][C:12]3[C:17]([CH:18]=2)=[CH:16][C:15]([C:19]([N:21]2[CH2:26][CH2:25][N:24]([CH:27]([CH3:29])[CH3:28])[CH2:23][CH2:22]2)=[O:20])=[CH:14][CH:13]=3)=[O:9])[CH2:4][CH2:3]1.[Cl:31][C:32]1[CH:37]=[C:36](B(O)O)[CH:35]=[CH:34][N:33]=1.N1C=CC=CC=1, predict the reaction product. The product is: [Cl:31][C:32]1[CH:37]=[C:36]([N:11]2[C:12]3[C:17](=[CH:16][C:15]([C:19]([N:21]4[CH2:22][CH2:23][N:24]([CH:27]([CH3:28])[CH3:29])[CH2:25][CH2:26]4)=[O:20])=[CH:14][CH:13]=3)[CH:18]=[C:10]2[C:8]([N:5]2[CH2:6][CH2:7][S:2](=[O:1])(=[O:30])[CH2:3][CH2:4]2)=[O:9])[CH:35]=[CH:34][N:33]=1.